The task is: Predict the product of the given reaction.. This data is from Forward reaction prediction with 1.9M reactions from USPTO patents (1976-2016). (1) Given the reactants [CH:1]1([C:4]([NH:6][C:7]2[N:8]=[C:9]3[CH:14]=[CH:13][C:12]([O:15][C:16]4[CH:17]=[CH:18][C:19]([F:32])=[C:20]([NH:22][C:23]([C:25]5[N:29]([CH3:30])[N:28]=[C:27]([CH3:31])[CH:26]=5)=[O:24])[CH:21]=4)=[N:11][N:10]3[CH:33]=2)=[O:5])CC1.CO.Cl.C(OCC(O)=O)(=[O:39])C.Cl.CN(C)CCCN=C=NCC.ON1C2C=CC=CC=2N=N1.C(N(C(C)C)C(C)C)C.C(=O)([O-])[O-].[Na+].[Na+], predict the reaction product. The product is: [F:32][C:19]1[CH:18]=[CH:17][C:16]([O:15][C:12]2[CH:13]=[CH:14][C:9]3[N:10]([CH:33]=[C:7]([NH:6][C:4](=[O:5])[CH2:1][OH:39])[N:8]=3)[N:11]=2)=[CH:21][C:20]=1[NH:22][C:23]([C:25]1[N:29]([CH3:30])[N:28]=[C:27]([CH3:31])[CH:26]=1)=[O:24]. (2) Given the reactants [CH3:1][C:2]1[CH:11]=[C:10]([CH2:12][O:13][C:14]2[CH:19]=[CH:18][C:17]([S:20]([NH:23][C@@H:24]3[C@H:29]([C:30]([OH:32])=[O:31])[CH2:28][CH:27]=[CH:26][CH2:25]3)(=[O:22])=[O:21])=[CH:16][CH:15]=2)[C:9]2[C:4](=[CH:5][CH:6]=[CH:7][CH:8]=2)[N:3]=1.[C:33](OC(O[C:33]([CH3:36])([CH3:35])[CH3:34])N(C)C)([CH3:36])([CH3:35])[CH3:34], predict the reaction product. The product is: [CH3:1][C:2]1[CH:11]=[C:10]([CH2:12][O:13][C:14]2[CH:15]=[CH:16][C:17]([S:20]([NH:23][C@@H:24]3[C@H:29]([C:30]([O:32][C:33]([CH3:36])([CH3:35])[CH3:34])=[O:31])[CH2:28][CH:27]=[CH:26][CH2:25]3)(=[O:21])=[O:22])=[CH:18][CH:19]=2)[C:9]2[C:4](=[CH:5][CH:6]=[CH:7][CH:8]=2)[N:3]=1. (3) Given the reactants [F:1][C:2]([F:19])([F:18])[C:3]1[CH:8]=[CH:7][C:6]([C:9]2[CH2:14][CH2:13][CH2:12][CH2:11][C:10]=2[C:15](O)=[O:16])=[CH:5][CH:4]=1.[NH2:20][C:21]1[CH:22]=[C:23]2[C:27](=[CH:28][CH:29]=1)[CH2:26][CH:25]([NH:30][C:31]([C:33]1[CH:38]=[CH:37][CH:36]=[CH:35][N:34]=1)=[O:32])[CH2:24]2.O.ON1C2C=CC=CC=2N=N1.CN(C)CCCN=C=NCC, predict the reaction product. The product is: [F:19][C:2]([F:18])([F:1])[C:3]1[CH:8]=[CH:7][C:6]([C:9]2[CH2:14][CH2:13][CH2:12][CH2:11][C:10]=2[C:15]([NH:20][C:21]2[CH:22]=[C:23]3[C:27](=[CH:28][CH:29]=2)[CH2:26][CH:25]([NH:30][C:31]([C:33]2[CH:38]=[CH:37][CH:36]=[CH:35][N:34]=2)=[O:32])[CH2:24]3)=[O:16])=[CH:5][CH:4]=1. (4) Given the reactants [C:1]([O:5][C:6]([N:8]1[CH2:13][CH2:12][CH2:11][CH2:10][C@@H:9]1[C:14](=[O:40])[NH:15][C:16]1[CH:21]=[CH:20][C:19]([C:22]#[C:23][C:24]2[C:25]([C:32]3[CH:37]=[C:36]([Cl:38])[CH:35]=[CH:34][C:33]=3[OH:39])=[N:26][N:27]([CH2:29][CH2:30][OH:31])[CH:28]=2)=[CH:18][CH:17]=1)=[O:7])([CH3:4])([CH3:3])[CH3:2].NC1C=CC(C#CC2C(C3C=C(Cl)C=CC=3O)=NN(CCO)C=2)=CC=1.C(N1CCCC[C@@H]1C(O)=O)(OC(C)(C)C)=O.CC(C)N=C=NC(C)C, predict the reaction product. The product is: [C:1]([O:5][C:6]([N:8]1[CH2:13][CH2:12][CH2:11][CH2:10][C@H:9]1[C:14](=[O:40])[NH:15][C:16]1[CH:17]=[CH:18][C:19]([C:22]#[C:23][C:24]2[C:25]([C:32]3[CH:37]=[C:36]([Cl:38])[CH:35]=[CH:34][C:33]=3[OH:39])=[N:26][N:27]([CH2:29][CH2:30][OH:31])[CH:28]=2)=[CH:20][CH:21]=1)=[O:7])([CH3:4])([CH3:2])[CH3:3]. (5) Given the reactants [C:12]([O:11][C:9](O[C:9]([O:11][C:12]([CH3:15])([CH3:14])[CH3:13])=[O:10])=[O:10])([CH3:15])([CH3:14])[CH3:13].[CH3:16][O:17][C:18]([C:20]1[C:21]2[CH:22]=[CH:23][NH:24][C:25]=2[CH:26]=[CH:27][CH:28]=1)=[O:19].C(Cl)Cl, predict the reaction product. The product is: [CH3:16][O:17][C:18]([C:20]1[C:21]2[CH:22]=[CH:23][N:24]([C:9]([O:11][C:12]([CH3:13])([CH3:14])[CH3:15])=[O:10])[C:25]=2[CH:26]=[CH:27][CH:28]=1)=[O:19]. (6) Given the reactants [O:1]1[CH:5]=[CH:4][CH:3]=[C:2]1[C:6]1[N:14]=[C:13]([S:15][CH3:16])[N:12]=[C:11]2[C:7]=1[N:8]=[CH:9][N:10]2[CH2:17][C:18]1[CH:23]=[CH:22][C:21]([O:24][CH3:25])=[CH:20][CH:19]=1.C1C=C(Cl)C=C(C(OO)=[O:34])C=1, predict the reaction product. The product is: [O:1]1[CH:5]=[CH:4][CH:3]=[C:2]1[C:6]1[N:14]=[C:13]([S:15]([CH3:16])=[O:34])[N:12]=[C:11]2[C:7]=1[N:8]=[CH:9][N:10]2[CH2:17][C:18]1[CH:19]=[CH:20][C:21]([O:24][CH3:25])=[CH:22][CH:23]=1. (7) Given the reactants B(O)(O)[C@H]1N(C([C@@H](N)C(C)C)=O)CCC1.CS(O)(=O)=O.[NH:21]1[CH2:28][CH2:27][CH2:26][C@H:22]1[C:23]([NH2:25])=O.C(N(CC)CC)C.[Cl:36][CH2:37][C:38](Cl)=[O:39], predict the reaction product. The product is: [Cl:36][CH2:37][C:38]([N:21]1[CH2:28][CH2:27][CH2:26][C@H:22]1[C:23]#[N:25])=[O:39]. (8) Given the reactants [NH2:1][N:2]1[C:10](=[O:11])[C:9]2[NH:8][CH:7]=[N:6][C:5]=2[N:4]([CH2:12][CH2:13][CH2:14][CH2:15][CH3:16])[C:3]1=[NH:17].[CH:18]([O-])([O-])OCC, predict the reaction product. The product is: [CH2:12]([N:4]1[C:5]2[N:6]=[CH:7][NH:8][C:9]=2[C:10](=[O:11])[N:2]2[N:1]=[CH:18][N:17]=[C:3]12)[CH2:13][CH2:14][CH2:15][CH3:16]. (9) Given the reactants N[C:2]1[C:10]2[C:5](=[N:6][C:7]([C:11]3[CH:12]=[C:13]([CH:20]=[CH:21][C:22]=3[CH3:23])[C:14]([NH:16][CH:17]3[CH2:19][CH2:18]3)=[O:15])=[CH:8][CH:9]=2)[NH:4][N:3]=1.S(=O)(=O)(O)O.N([O-])=O.[Na+].[BrH:33], predict the reaction product. The product is: [Br:33][C:2]1[C:10]2[C:5](=[N:6][C:7]([C:11]3[CH:12]=[C:13]([CH:20]=[CH:21][C:22]=3[CH3:23])[C:14]([NH:16][CH:17]3[CH2:19][CH2:18]3)=[O:15])=[CH:8][CH:9]=2)[NH:4][N:3]=1. (10) Given the reactants [CH:1]1([CH2:4][S:5][CH2:6][CH2:7][NH2:8])[CH2:3][CH2:2]1.[C:9](=O)(O)[O-:10].[Na+].C(Cl)(Cl)=O, predict the reaction product. The product is: [N:8]([CH2:7][CH2:6][S:5][CH2:4][CH:1]1[CH2:3][CH2:2]1)=[C:9]=[O:10].